Dataset: Full USPTO retrosynthesis dataset with 1.9M reactions from patents (1976-2016). Task: Predict the reactants needed to synthesize the given product. (1) Given the product [Br:1][C:2]1[C:11]([C@H:12]([O:18][C:19]([CH3:20])([CH3:21])[CH3:22])[C:13]([O:15][CH2:16][CH3:17])=[O:14])=[C:10]([CH3:23])[CH:9]=[C:8]2[C:3]=1[CH:4]=[CH:5][C:6]([CH:24]=[O:25])=[N:7]2, predict the reactants needed to synthesize it. The reactants are: [Br:1][C:2]1[C:11]([C@H:12]([O:18][C:19]([CH3:22])([CH3:21])[CH3:20])[C:13]([O:15][CH2:16][CH3:17])=[O:14])=[C:10]([CH3:23])[CH:9]=[C:8]2[C:3]=1[CH:4]=[CH:5][C:6]([CH2:24][OH:25])=[N:7]2.CC(OI1(OC(C)=O)(OC(C)=O)OC(=O)C2C=CC=CC1=2)=O. (2) Given the product [N:1]1[C:2]([CH2:10][O:11][C:12]2[CH:17]=[CH:16][NH:15][C:14](=[O:21])[CH:13]=2)=[CH:3][N:4]2[CH:9]=[CH:8][CH:7]=[CH:6][C:5]=12, predict the reactants needed to synthesize it. The reactants are: [N:1]1[C:2]([CH2:10][O:11][C:12]2[CH:17]=[CH:16][N+:15]([O-])=[CH:14][CH:13]=2)=[CH:3][N:4]2[CH:9]=[CH:8][CH:7]=[CH:6][C:5]=12.C(OC(=O)C)(=[O:21])C. (3) Given the product [CH3:1][N:2]([CH3:13])[CH2:3][CH2:4][O:5][C:6]1[CH:11]=[CH:10][N:9]2[C:15]([C:16]([O:18][CH2:19][CH3:20])=[O:17])=[CH:21][N:12]=[C:8]2[CH:7]=1, predict the reactants needed to synthesize it. The reactants are: [CH3:1][N:2]([CH3:13])[CH2:3][CH2:4][O:5][C:6]1[CH:11]=[CH:10][N:9]=[C:8]([NH2:12])[CH:7]=1.Cl[CH:15]([CH:21]=O)[C:16]([O:18][CH2:19][CH3:20])=[O:17].